This data is from Reaction yield outcomes from USPTO patents with 853,638 reactions. The task is: Predict the reaction yield, written as a fraction of the theoretical maximum amount of product (1.0 means a 100% yield; for example, 0.34 means a 34% yield). (1) The reactants are Cl[C:2]1[N:7]=[C:6]([F:8])[C:5]2[O:9][C:10]3[C:15]([C@@:16]4([CH2:21][CH2:20][O:19][C:18]([NH2:22])=[N:17]4)[C:4]=2[CH:3]=1)=[CH:14][C:13]([NH2:23])=[CH:12][CH:11]=3.[O:24]1[CH2:29][CH2:28][CH:27]=[C:26](B2OC(C)(C)C(C)(C)O2)[CH2:25]1.[O-]P([O-])([O-])=O.[K+].[K+].[K+].O. The catalyst is O1CCOCC1.O.C(C1C(C(C)(C)C)=C([Pd]Cl)C=CC=1NC)(C)(C)C. The product is [O:24]1[CH2:29][CH2:28][CH:27]=[C:26]([C:2]2[N:7]=[C:6]([F:8])[C:5]3[O:9][C:10]4[C:15]([C@@:16]5([CH2:21][CH2:20][O:19][C:18]([NH2:22])=[N:17]5)[C:4]=3[CH:3]=2)=[CH:14][C:13]([NH2:23])=[CH:12][CH:11]=4)[CH2:25]1. The yield is 0.720. (2) The reactants are [Cl:1]NC(=O)CCC(N)=O.[CH3:10][O:11][CH:12]1[CH2:16][CH2:15][N:14]([C:17]2[CH:18]=[C:19]([S:23]([O-:25])=[O:24])[CH:20]=[CH:21][CH:22]=2)[CH2:13]1.[Li+]. The catalyst is ClCCl. The product is [CH3:10][O:11][CH:12]1[CH2:16][CH2:15][N:14]([C:17]2[CH:18]=[C:19]([S:23]([Cl:1])(=[O:25])=[O:24])[CH:20]=[CH:21][CH:22]=2)[CH2:13]1. The yield is 0.830. (3) The reactants are [N+:1]([C:4]1[CH:5]=[N:6][NH:7][CH:8]=1)([O-:3])=[O:2].C([O-])([O-])=O.[K+].[K+].Br[CH2:16][CH2:17][CH2:18][OH:19]. The catalyst is CC#N. The product is [N+:1]([C:4]1[CH:5]=[N:6][N:7]([CH2:16][CH2:17][CH2:18][OH:19])[CH:8]=1)([O-:3])=[O:2]. The yield is 0.930. (4) The reactants are [CH2:1]([O:8][C:9]1[CH:18]=[C:17]2[C:12]([C:13](=O)[CH2:14][CH:15]=[N:16]2)=[CH:11][C:10]=1[O:20][CH3:21])[C:2]1[CH:7]=[CH:6][CH:5]=[CH:4][CH:3]=1.P(Cl)(Cl)([Cl:24])=O. No catalyst specified. The product is [CH2:1]([O:8][C:9]1[CH:18]=[C:17]2[C:12]([C:13]([Cl:24])=[CH:14][CH:15]=[N:16]2)=[CH:11][C:10]=1[O:20][CH3:21])[C:2]1[CH:7]=[CH:6][CH:5]=[CH:4][CH:3]=1. The yield is 0.940. (5) The reactants are [C:1]([O:5][C:6](=[O:14])[C@@H:7]([NH2:13])[C@@H:8]([OH:12])[CH:9]([CH3:11])[CH3:10])([CH3:4])([CH3:3])[CH3:2].C(N(CC)CC)C.[CH2:22]([O:29][C:30](ON1C(=O)CCC1=O)=[O:31])[C:23]1[CH:28]=[CH:27][CH:26]=[CH:25][CH:24]=1. The catalyst is C(Cl)Cl. The product is [CH2:22]([O:29][C:30]([NH:13][C@@H:7]([C@@H:8]([OH:12])[CH:9]([CH3:10])[CH3:11])[C:6]([O:5][C:1]([CH3:3])([CH3:2])[CH3:4])=[O:14])=[O:31])[C:23]1[CH:28]=[CH:27][CH:26]=[CH:25][CH:24]=1. The yield is 0.960. (6) The reactants are C12(COC3C(C4CC4)=CC(C(O)=O)=CN=3)CC3CC(CC(C3)C1)C2.[C:25]12([CH2:35][O:36][C:37]3[C:45]([CH:46]4[CH2:48][C:47]4([F:50])[F:49])=[CH:44][C:40]([C:41](O)=[O:42])=[C:39]([F:51])[CH:38]=3)[CH2:34][CH:29]3[CH2:30][CH:31]([CH2:33][CH:27]([CH2:28]3)[CH2:26]1)[CH2:32]2.COC[CH2:55][S:56]([NH2:59])(=[O:58])=[O:57].CS(N)(=O)=O. No catalyst specified. The product is [C:25]12([CH2:35][O:36][C:37]3[C:45]([CH:46]4[CH2:48][C:47]4([F:50])[F:49])=[CH:44][C:40]([C:41]([NH:59][S:56]([CH3:55])(=[O:58])=[O:57])=[O:42])=[C:39]([F:51])[CH:38]=3)[CH2:34][CH:29]3[CH2:30][CH:31]([CH2:33][CH:27]([CH2:28]3)[CH2:26]1)[CH2:32]2. The yield is 0.580. (7) The reactants are [NH2:1][C:2]([NH:4][CH2:5][CH:6]1[CH2:11][CH2:10][CH:9]([NH:12][C:13](=[O:22])[O:14][CH2:15][C:16]2[CH:21]=[CH:20][CH:19]=[CH:18][CH:17]=2)[CH2:8][CH2:7]1)=[S:3].Br[CH:24]1[C:30](=O)[C:29]2[CH:32]=[CH:33][CH:34]=[CH:35][C:28]=2[O:27][CH2:26][CH2:25]1.C(N(C(C)C)CC)(C)C. The catalyst is CCO. The product is [CH2:15]([O:14][C:13](=[O:22])[NH:12][CH:9]1[CH2:10][CH2:11][CH:6]([CH2:5][NH:4][C:2]2[S:3][C:24]3[CH2:25][CH2:26][O:27][C:28]4[CH:35]=[CH:34][CH:33]=[CH:32][C:29]=4[C:30]=3[N:1]=2)[CH2:7][CH2:8]1)[C:16]1[CH:17]=[CH:18][CH:19]=[CH:20][CH:21]=1. The yield is 0.650. (8) The reactants are [C:1]1([C:7]#[CH:8])[CH:6]=[CH:5][CH:4]=[CH:3][CH:2]=1.[Br:9][C:10]1[CH:11]=[N:12][CH:13]=[C:14](Br)[CH:15]=1.C(N(CC)CC)C. The catalyst is C(OCC)(=O)C.C1(C=CC=CC=1)[P](C1C=CC=CC=1)(C1C=CC=CC=1)[Pd][P](C1C=CC=CC=1)(C1C=CC=CC=1)C1C=CC=CC=1.[Cu]I. The product is [Br:9][C:10]1[CH:11]=[N:12][CH:13]=[C:14]([C:8]#[C:7][C:1]2[CH:6]=[CH:5][CH:4]=[CH:3][CH:2]=2)[CH:15]=1. The yield is 0.320.